From a dataset of Catalyst prediction with 721,799 reactions and 888 catalyst types from USPTO. Predict which catalyst facilitates the given reaction. (1) Reactant: [CH3:1][C:2]1([CH3:24])[C:6]([C:7]2[CH:12]=[C:11]([CH2:13]O)[CH:10]=[CH:9][C:8]=2[C:15]2[CH:20]=[C:19]([O:21][CH3:22])[CH:18]=[CH:17][C:16]=2[F:23])=[CH:5][CH2:4][CH2:3]1.CN(C=O)C.S(Cl)([Cl:32])=O. Product: [Cl:32][CH2:13][C:11]1[CH:10]=[CH:9][C:8]([C:15]2[CH:20]=[C:19]([O:21][CH3:22])[CH:18]=[CH:17][C:16]=2[F:23])=[C:7]([C:6]2[C:2]([CH3:24])([CH3:1])[CH2:3][CH2:4][CH:5]=2)[CH:12]=1. The catalyst class is: 2. (2) Reactant: Cl.Cl.[NH:3]1[C:7]2[CH:8]=[CH:9][C:10]([C:12]([N:14]3[CH2:21][C@@H:20]4[C@H:16]([CH2:17][NH:18][CH2:19]4)[CH2:15]3)=[O:13])=[CH:11][C:6]=2[N:5]=[N:4]1.C(N(CC)CC)C.[Cl:29][C:30]1[CH:35]=[CH:34][C:33]([CH:36]2[CH2:41][CH2:40][N:39]([C:42](Cl)=[O:43])[CH2:38][CH2:37]2)=[CH:32][CH:31]=1. Product: [NH:3]1[C:7]2[CH:8]=[CH:9][C:10]([C:12]([N:14]3[CH2:15][C@@H:16]4[C@H:20]([CH2:19][N:18]([C:42]([N:39]5[CH2:40][CH2:41][CH:36]([C:33]6[CH:32]=[CH:31][C:30]([Cl:29])=[CH:35][CH:34]=6)[CH2:37][CH2:38]5)=[O:43])[CH2:17]4)[CH2:21]3)=[O:13])=[CH:11][C:6]=2[N:5]=[N:4]1. The catalyst class is: 4. (3) Reactant: C([C:3]1([C:22]([O-])=[O:23])[NH:8][C:7]2[CH2:9][O:10][C:11]3([CH2:14][N:13]([C:15]([O:17][C:18]([CH3:21])([CH3:20])[CH3:19])=[O:16])[CH2:12]3)[C:6]=2[CH:5]=[CH:4]1)C.CC(C[AlH]CC(C)C)C.C1(C)C=CC=CC=1. Product: [CH:22]([C:3]1[N:8]=[C:7]2[CH2:9][O:10][C:11]3([CH2:14][N:13]([C:15]([O:17][C:18]([CH3:21])([CH3:20])[CH3:19])=[O:16])[CH2:12]3)[C:6]2=[CH:5][CH:4]=1)=[O:23]. The catalyst class is: 2. (4) Reactant: [O-]CC.[Na+].[C:5]([O:12][CH2:13][CH3:14])(=[O:11])[C:6]([O:8]CC)=O.[F:15][C:16]1[CH:17]=[C:18]([C:22](=[O:24])[CH3:23])[CH:19]=[CH:20][CH:21]=1. Product: [F:15][C:16]1[CH:17]=[C:18]([C:22](=[O:24])[CH2:23][C:6](=[O:8])[C:5]([O:12][CH2:13][CH3:14])=[O:11])[CH:19]=[CH:20][CH:21]=1. The catalyst class is: 8. (5) The catalyst class is: 200. Product: [Cl:3][C:4]1[C:5]([F:40])=[C:6]([CH:37]=[CH:38][CH:39]=1)[NH:7][C:8]1[C:17]2[C:12](=[CH:13][C:14]([O:35][CH3:36])=[C:15]([O:18][C@H:19]3[CH2:23][N:22]([C:24]([O:26][C:27]([CH3:28])([CH3:30])[CH3:29])=[O:25])[C@H:21]([C:31]([N:7]4[CH2:8][CH2:17][O:1][CH2:5][CH2:6]4)=[O:32])[CH2:20]3)[CH:16]=2)[N:11]=[CH:10][N:9]=1.[CH3:36][O:35][C:14]1[CH:13]=[C:12]2[C:17]([CH:8]=[N:9][CH:10]=[N:11]2)=[CH:16][CH:15]=1. Reactant: [OH-:1].[Na+].[Cl:3][C:4]1[C:5]([F:40])=[C:6]([CH:37]=[CH:38][CH:39]=1)[NH:7][C:8]1[C:17]2[C:12](=[CH:13][C:14]([O:35][CH3:36])=[C:15]([O:18][C@H:19]3[CH2:23][N:22]([C:24]([O:26][C:27]([CH3:30])([CH3:29])[CH3:28])=[O:25])[C@H:21]([C:31](OC)=[O:32])[CH2:20]3)[CH:16]=2)[N:11]=[CH:10][N:9]=1.Cl. (6) Reactant: [Cl:1][C:2]1[N:3]=[C:4]([N:11]2[CH2:16][CH2:15][O:14][CH2:13][CH2:12]2)[C:5]2[CH:10]=[CH:9][NH:8][C:6]=2[N:7]=1.[N+:17]([C:20]1[CH:21]=[C:22]([CH:25]=[CH:26][CH:27]=1)[CH2:23]Br)([O-:19])=[O:18].C([O-])([O-])=O.[Cs+].[Cs+].O. Product: [Cl:1][C:2]1[N:3]=[C:4]([N:11]2[CH2:16][CH2:15][O:14][CH2:13][CH2:12]2)[C:5]2[CH:10]=[CH:9][N:8]([CH2:23][C:22]3[CH:25]=[CH:26][CH:27]=[C:20]([N+:17]([O-:19])=[O:18])[CH:21]=3)[C:6]=2[N:7]=1. The catalyst class is: 3. (7) Reactant: [NH2:1][C:2]1[CH:10]=[CH:9][CH:8]=[C:7]2[C:3]=1[CH:4]([CH2:19][CH2:20][CH2:21][C:22]([O:24]CC)=[O:23])[CH2:5][N:6]2[CH2:11][C:12]([O:14][C:15]([CH3:18])([CH3:17])[CH3:16])=[O:13].[OH-].[Li+:28].Cl. Product: [NH2:1][C:2]1[CH:10]=[CH:9][CH:8]=[C:7]2[C:3]=1[CH:4]([CH2:19][CH2:20][CH2:21][C:22]([O-:24])=[O:23])[CH2:5][N:6]2[CH2:11][C:12]([O:14][C:15]([CH3:17])([CH3:18])[CH3:16])=[O:13].[Li+:28]. The catalyst class is: 636. (8) Reactant: [CH3:1][C:2]([C:5]1[CH:6]=[CH:7][C:8]([S:11]([NH:14][C:15]2[C:16]([O:31][C:32]3[CH:33]=[CH:34][CH:35]=[CH:36][C:37]=3[O:38][CH3:39])=[C:17]([O:27][CH2:28][CH2:29][OH:30])[N:18]=[C:19]([C:21]3[N:22]=[CH:23][CH:24]=[CH:25][N:26]=3)[N:20]=2)(=[O:13])=[O:12])=[CH:9][CH:10]=1)([CH3:4])[CH3:3].[OH-].[Na+:41]. Product: [CH3:4][C:2]([C:5]1[CH:10]=[CH:9][C:8]([S:11]([N-:14][C:15]2[C:16]([O:31][C:32]3[CH:33]=[CH:34][CH:35]=[CH:36][C:37]=3[O:38][CH3:39])=[C:17]([O:27][CH2:28][CH2:29][OH:30])[N:18]=[C:19]([C:21]3[N:26]=[CH:25][CH:24]=[CH:23][N:22]=3)[N:20]=2)(=[O:12])=[O:13])=[CH:7][CH:6]=1)([CH3:1])[CH3:3].[Na+:41]. The catalyst class is: 6. (9) Reactant: [CH3:1][CH:2]([CH3:59])[C@H:3]([NH:54][C:55](=[O:58])[O:56][CH3:57])[C:4](=[O:53])[N:5]1[CH2:9][CH2:8][CH2:7][C@H:6]1[C:10]1[NH:11][C:12]([C:15]2[CH:24]=[CH:23][C:22]3[C:17](=[CH:18][CH:19]=[C:20]([C:25]4[CH:30]=[CH:29][C:28]([C:31]5[NH:35][C:34]([C@@H:36]6[CH2:40][CH2:39][CH2:38][N:37]6[C:41]([C@H:43]6[C:52]7[C:47](=[CH:48][CH:49]=[CH:50][CH:51]=7)[CH2:46][CH2:45][NH:44]6)=[O:42])=[N:33][CH:32]=5)=[CH:27][CH:26]=4)[CH:21]=3)[CH:16]=2)=[CH:13][N:14]=1.[CH2:60]=O. Product: [CH3:1][CH:2]([CH3:59])[C@H:3]([NH:54][C:55](=[O:58])[O:56][CH3:57])[C:4]([N:5]1[CH2:9][CH2:8][CH2:7][C@H:6]1[C:10]1[NH:11][C:12]([C:15]2[CH:24]=[CH:23][C:22]3[C:17](=[CH:18][CH:19]=[C:20]([C:25]4[CH:30]=[CH:29][C:28]([C:31]5[NH:35][C:34]([C@@H:36]6[CH2:40][CH2:39][CH2:38][N:37]6[C:41]([C@H:43]6[C:52]7[C:47](=[CH:48][CH:49]=[CH:50][CH:51]=7)[CH2:46][CH2:45][N:44]6[CH3:60])=[O:42])=[N:33][CH:32]=5)=[CH:27][CH:26]=4)[CH:21]=3)[CH:16]=2)=[CH:13][N:14]=1)=[O:53]. The catalyst class is: 763. (10) The catalyst class is: 7. Reactant: [H-].[Na+].[O:3]=[C:4]([CH3:11])[CH2:5][C:6]([O:8][CH2:9][CH3:10])=[O:7].Cl[C:13]1[CH:18]=[CH:17][C:16]([N+:19]([O-:21])=[O:20])=[CH:15][C:14]=1[N+:22]([O-:24])=[O:23].Cl. Product: [N+:19]([C:16]1[CH:15]=[C:14]([N+:22]([O-:24])=[O:23])[CH:13]=[CH:18][C:17]=1[CH:5]([C:4](=[O:3])[CH3:11])[C:6]([O:8][CH2:9][CH3:10])=[O:7])([O-:21])=[O:20].